This data is from Catalyst prediction with 721,799 reactions and 888 catalyst types from USPTO. The task is: Predict which catalyst facilitates the given reaction. Reactant: N1C=CC=CC=1.[NH2:7][C:8]1[CH:25]=[CH:24][C:11]([C:12]([O:14][CH2:15][CH2:16][CH2:17][CH2:18][C:19]([CH3:23])=[C:20]([F:22])[F:21])=[O:13])=[CH:10][N:9]=1.[C:26]1([CH3:36])[CH:31]=[CH:30][C:29]([S:32](Cl)(=[O:34])=[O:33])=[CH:28][CH:27]=1. Product: [C:26]1([CH3:36])[CH:31]=[CH:30][C:29]([S:32]([NH:7][C:8]2[CH:25]=[CH:24][C:11]([C:12]([O:14][CH2:15][CH2:16][CH2:17][CH2:18][C:19]([CH3:23])=[C:20]([F:22])[F:21])=[O:13])=[CH:10][N:9]=2)(=[O:34])=[O:33])=[CH:28][CH:27]=1. The catalyst class is: 33.